Dataset: Catalyst prediction with 721,799 reactions and 888 catalyst types from USPTO. Task: Predict which catalyst facilitates the given reaction. (1) Reactant: Br[C:2]1[N:7]=[C:6]([C:8]2[CH:13]=[CH:12][CH:11]=[C:10]([C:14]([O:16][CH3:17])=[O:15])[N:9]=2)[CH:5]=[CH:4][CH:3]=1.[C-:18]#[N:19].[K+]. Product: [C:18]([C:2]1[N:7]=[C:6]([C:8]2[CH:13]=[CH:12][CH:11]=[C:10]([C:14]([O:16][CH3:17])=[O:15])[N:9]=2)[CH:5]=[CH:4][CH:3]=1)#[N:19]. The catalyst class is: 3. (2) Product: [CH2:1]([CH:8]1[CH2:9][CH2:10][N:11]([CH2:14][CH2:15][CH2:16][CH2:17][C:18]([NH:20][NH:21][C:29](=[O:30])[C:28]2[CH:27]=[CH:26][C:25]([N+:22]([O-:24])=[O:23])=[CH:33][CH:32]=2)=[O:19])[CH2:12][CH2:13]1)[C:2]1[CH:7]=[CH:6][CH:5]=[CH:4][CH:3]=1. Reactant: [CH2:1]([CH:8]1[CH2:13][CH2:12][N:11]([CH2:14][CH2:15][CH2:16][CH2:17][C:18]([NH:20][NH2:21])=[O:19])[CH2:10][CH2:9]1)[C:2]1[CH:7]=[CH:6][CH:5]=[CH:4][CH:3]=1.[N+:22]([C:25]1[CH:33]=[CH:32][C:28]([C:29](Cl)=[O:30])=[CH:27][CH:26]=1)([O-:24])=[O:23]. The catalyst class is: 624. (3) Reactant: O.C(O)(=O)CC(CC(O)=O)(C(O)=O)O.C(=[N:28][C:29]1([CH2:36][C:37]#[CH:38])[CH2:33][CH2:32][N:31]([CH3:34])[C:30]1=[O:35])(C1C=CC=CC=1)C1C=CC=CC=1. Product: [NH2:28][C:29]1([CH2:36][C:37]#[CH:38])[CH2:33][CH2:32][N:31]([CH3:34])[C:30]1=[O:35]. The catalyst class is: 1.